Dataset: Reaction yield outcomes from USPTO patents with 853,638 reactions. Task: Predict the reaction yield, written as a fraction of the theoretical maximum amount of product (1.0 means a 100% yield; for example, 0.34 means a 34% yield). (1) The reactants are Br[C:2]1[CH:3]=[C:4]2[CH:10]=[CH:9][N:8]([CH2:11][O:12][CH2:13][CH2:14][Si:15]([CH3:18])([CH3:17])[CH3:16])[C:5]2=[N:6][CH:7]=1.[NH:19]1[CH2:24][CH2:23][O:22][CH2:21][CH2:20]1.CC1(C)C2C(=C(P(C3C=CC=CC=3)C3C=CC=CC=3)C=CC=2)OC2C(P(C3C=CC=CC=3)C3C=CC=CC=3)=CC=CC1=2.C(O[Na])(C)(C)C. The catalyst is C1(C)C=CC=CC=1.[Cl-].[Na+].O.C1C=CC(/C=C/C(/C=C/C2C=CC=CC=2)=O)=CC=1.C1C=CC(/C=C/C(/C=C/C2C=CC=CC=2)=O)=CC=1.C1C=CC(/C=C/C(/C=C/C2C=CC=CC=2)=O)=CC=1.[Pd].[Pd]. The product is [N:19]1([C:2]2[CH:3]=[C:4]3[CH:10]=[CH:9][N:8]([CH2:11][O:12][CH2:13][CH2:14][Si:15]([CH3:18])([CH3:17])[CH3:16])[C:5]3=[N:6][CH:7]=2)[CH2:24][CH2:23][O:22][CH2:21][CH2:20]1. The yield is 0.540. (2) The reactants are [CH3:1][C:2]1[CH:7]=[C:6]([C:8]#[CH:9])[N:5]=[C:4]([O:10][C:11]2[N:15]([CH3:16])[N:14]=[C:13]([C:17]([F:20])([F:19])[F:18])[CH:12]=2)[CH:3]=1.[F:21][C:22](F)(F)[C:23]1C=CC(I)=C[CH:24]=1.C(N[CH:36]([CH3:38])[CH3:37])(C)C. The catalyst is CCCCC.C(OCC)(=O)C.[Cu](I)I. The product is [CH3:1][C:2]1[CH:7]=[C:6]([C:8]#[C:9][C:37]2[CH:36]=[CH:38][C:22]([F:21])=[CH:23][CH:24]=2)[N:5]=[C:4]([O:10][C:11]2[N:15]([CH3:16])[N:14]=[C:13]([C:17]([F:19])([F:20])[F:18])[CH:12]=2)[CH:3]=1. The yield is 0.810. (3) The reactants are [C:1]([O:5][C:6](=[O:19])[NH:7][CH:8]1[CH2:17][C:16]2[C:11](=[CH:12][CH:13]=[C:14]([Br:18])[CH:15]=2)[NH:10][CH2:9]1)([CH3:4])([CH3:3])[CH3:2].[CH:20](=O)[C:21]1[CH:26]=[CH:25][CH:24]=[CH:23][CH:22]=1.[BH-](OC(C)=O)(OC(C)=O)OC(C)=O.[Na+].CC(O)=O. The catalyst is ClCCCl. The product is [C:1]([O:5][C:6](=[O:19])[NH:7][CH:8]1[CH2:17][C:16]2[C:11](=[CH:12][CH:13]=[C:14]([Br:18])[CH:15]=2)[N:10]([CH2:20][C:21]2[CH:26]=[CH:25][CH:24]=[CH:23][CH:22]=2)[CH2:9]1)([CH3:4])([CH3:2])[CH3:3]. The yield is 0.810. (4) The reactants are [CH:1]12[O:8][CH:5]([CH2:6][CH2:7]1)[CH2:4][N:3]([C:9]1[CH:14]=[CH:13][N:12]=[C:11]3[N:15]([CH3:20])[CH:16]=[C:17]([CH:18]=O)[C:10]=13)[CH2:2]2.[OH:21][C:22]1[C:27]2[C:28](=[O:31])[CH2:29][O:30][C:26]=2[CH:25]=[CH:24][CH:23]=1.Cl. The catalyst is C(O)C. The product is [OH:21][C:22]1[C:27]2[C:28](=[O:31])/[C:29](=[CH:18]/[C:17]3[C:10]4[C:11](=[N:12][CH:13]=[CH:14][C:9]=4[N:3]4[CH2:4][CH:5]5[O:8][CH:1]([CH2:7][CH2:6]5)[CH2:2]4)[N:15]([CH3:20])[CH:16]=3)/[O:30][C:26]=2[CH:25]=[CH:24][CH:23]=1. The yield is 0.880.